Dataset: Full USPTO retrosynthesis dataset with 1.9M reactions from patents (1976-2016). Task: Predict the reactants needed to synthesize the given product. (1) The reactants are: [CH2:1]([N:8]1[CH2:13][C:12](=O)[NH:11][C@@H:10]([CH2:15][CH:16]([CH3:18])[CH3:17])[C:9]1=O)[C:2]1[CH:7]=[CH:6][CH:5]=[CH:4][CH:3]=1.[H-].[H-].[H-].[H-].[Li+].[Al+3].O.[OH-].[Na+]. Given the product [CH2:1]([N:8]1[CH2:13][CH2:12][NH:11][C@@H:10]([CH2:15][CH:16]([CH3:18])[CH3:17])[CH2:9]1)[C:2]1[CH:3]=[CH:4][CH:5]=[CH:6][CH:7]=1, predict the reactants needed to synthesize it. (2) Given the product [C:40]12([CH2:12][NH:8][C:35]([C:34]3[C:30]([C:29]([F:39])([F:38])[F:28])=[N:31][NH:32][CH:33]=3)=[O:36])[CH2:41][CH:42]3[CH2:43][CH:44]([CH2:45][CH:46]([CH2:48]3)[CH2:47]1)[CH2:49]2, predict the reactants needed to synthesize it. The reactants are: F[P-](F)(F)(F)(F)F.[N:8]1(O[P+](N(C)C)(N(C)C)N(C)C)[C:12]2C=CC=CC=2N=N1.[F:28][C:29]([F:39])([F:38])[C:30]1[C:34]([C:35](O)=[O:36])=[CH:33][NH:32][N:31]=1.[C:40]12(NC)[CH2:49][CH:44]3[CH2:45][CH:46]([CH2:48][CH:42]([CH2:43]3)[CH2:41]1)[CH2:47]2.C1C=CC2N(O)N=NC=2C=1.CCN(C(C)C)C(C)C.[NH4+].[Cl-]. (3) The reactants are: [C:1]([C:3]1[CH:4]=[C:5]2[C:9](=[CH:10][CH:11]=1)[NH:8][C:7]([OH:12])=[C:6]2[C:13]1[N:18]=[CH:17][C:16]([C:19]([O:21]CC)=[O:20])=[CH:15][CH:14]=1)#[N:2]. Given the product [C:1]([C:3]1[CH:4]=[C:5]2[C:9](=[CH:10][CH:11]=1)[NH:8][C:7]([OH:12])=[C:6]2[C:13]1[N:18]=[CH:17][C:16]([C:19]([OH:21])=[O:20])=[CH:15][CH:14]=1)#[N:2], predict the reactants needed to synthesize it. (4) Given the product [ClH:31].[ClH:32].[N:34]1[CH:35]=[CH:36][CH:37]=[N:38][C:33]=1[NH:3][C@H:4]1[CH2:9][CH2:8][C@H:7]([C:10]([NH:12][C:13]2[C:17]3[CH:18]=[CH:19][CH:20]=[CH:21][C:16]=3[O:15][C:14]=2[C:22]([NH:24][C:25]2[CH:30]=[CH:29][C:28]([Cl:31])=[CH:27][N:26]=2)=[O:23])=[O:11])[CH2:6][CH2:5]1, predict the reactants needed to synthesize it. The reactants are: Cl.Cl.[NH2:3][C@H:4]1[CH2:9][CH2:8][C@H:7]([C:10]([NH:12][C:13]2[C:17]3[CH:18]=[CH:19][CH:20]=[CH:21][C:16]=3[O:15][C:14]=2[C:22]([NH:24][C:25]2[CH:30]=[CH:29][C:28]([Cl:31])=[CH:27][N:26]=2)=[O:23])=[O:11])[CH2:6][CH2:5]1.[Cl:32][C:33]1[N:38]=[CH:37][CH:36]=[CH:35][N:34]=1.